This data is from NCI-60 drug combinations with 297,098 pairs across 59 cell lines. The task is: Regression. Given two drug SMILES strings and cell line genomic features, predict the synergy score measuring deviation from expected non-interaction effect. (1) Drug 1: C1CN1P(=S)(N2CC2)N3CC3. Drug 2: CN1C(=O)N2C=NC(=C2N=N1)C(=O)N. Cell line: MALME-3M. Synergy scores: CSS=9.76, Synergy_ZIP=4.38, Synergy_Bliss=6.53, Synergy_Loewe=-6.24, Synergy_HSA=2.18. (2) Cell line: MCF7. Synergy scores: CSS=29.2, Synergy_ZIP=0.356, Synergy_Bliss=-1.43, Synergy_Loewe=-19.8, Synergy_HSA=-0.897. Drug 2: C1=CC=C(C(=C1)C(C2=CC=C(C=C2)Cl)C(Cl)Cl)Cl. Drug 1: C1=NC2=C(N1)C(=S)N=C(N2)N. (3) Drug 1: CC1=CC2C(CCC3(C2CCC3(C(=O)C)OC(=O)C)C)C4(C1=CC(=O)CC4)C. Drug 2: CCN(CC)CCCC(C)NC1=C2C=C(C=CC2=NC3=C1C=CC(=C3)Cl)OC. Cell line: SF-268. Synergy scores: CSS=19.1, Synergy_ZIP=-1.88, Synergy_Bliss=9.50, Synergy_Loewe=-5.65, Synergy_HSA=5.16. (4) Synergy scores: CSS=43.5, Synergy_ZIP=-5.88, Synergy_Bliss=-5.93, Synergy_Loewe=-30.6, Synergy_HSA=-4.58. Drug 1: CCC1=CC2CC(C3=C(CN(C2)C1)C4=CC=CC=C4N3)(C5=C(C=C6C(=C5)C78CCN9C7C(C=CC9)(C(C(C8N6C)(C(=O)OC)O)OC(=O)C)CC)OC)C(=O)OC.C(C(C(=O)O)O)(C(=O)O)O. Drug 2: C1=CC(=CC=C1CCCC(=O)O)N(CCCl)CCCl. Cell line: SK-MEL-2. (5) Drug 1: CC1=C(C(=CC=C1)Cl)NC(=O)C2=CN=C(S2)NC3=CC(=NC(=N3)C)N4CCN(CC4)CCO. Drug 2: C1=CN(C=N1)CC(O)(P(=O)(O)O)P(=O)(O)O. Cell line: U251. Synergy scores: CSS=3.61, Synergy_ZIP=4.33, Synergy_Bliss=8.60, Synergy_Loewe=2.14, Synergy_HSA=3.65. (6) Drug 1: C1CC(=O)NC(=O)C1N2CC3=C(C2=O)C=CC=C3N. Drug 2: CCC1(CC2CC(C3=C(CCN(C2)C1)C4=CC=CC=C4N3)(C5=C(C=C6C(=C5)C78CCN9C7C(C=CC9)(C(C(C8N6C=O)(C(=O)OC)O)OC(=O)C)CC)OC)C(=O)OC)O.OS(=O)(=O)O. Cell line: UACC-257. Synergy scores: CSS=17.7, Synergy_ZIP=0.932, Synergy_Bliss=4.73, Synergy_Loewe=-18.1, Synergy_HSA=1.58. (7) Drug 1: CCC1(CC2CC(C3=C(CCN(C2)C1)C4=CC=CC=C4N3)(C5=C(C=C6C(=C5)C78CCN9C7C(C=CC9)(C(C(C8N6C=O)(C(=O)OC)O)OC(=O)C)CC)OC)C(=O)OC)O.OS(=O)(=O)O. Drug 2: CN(CCCl)CCCl.Cl. Cell line: RXF 393. Synergy scores: CSS=18.7, Synergy_ZIP=-9.97, Synergy_Bliss=-7.52, Synergy_Loewe=-7.97, Synergy_HSA=-7.17.